From a dataset of Retrosynthesis with 50K atom-mapped reactions and 10 reaction types from USPTO. Predict the reactants needed to synthesize the given product. (1) Given the product CN(C)CCNC(=O)c1cccc(-c2ccccc2CSCCOc2ccccc2)c1, predict the reactants needed to synthesize it. The reactants are: CN(C)CCCNC(=O)c1cccc(-c2ccc(CSCCOc3ccccc3)cc2)c1. (2) The reactants are: CC(C)N.O=Cc1ccc(-c2noc(-c3nnn(-c4ccccc4F)c3-c3ccncc3)n2)cc1. Given the product CC(C)NCc1ccc(-c2noc(-c3nnn(-c4ccccc4F)c3-c3ccncc3)n2)cc1, predict the reactants needed to synthesize it.